From a dataset of Catalyst prediction with 721,799 reactions and 888 catalyst types from USPTO. Predict which catalyst facilitates the given reaction. (1) Reactant: [F:1][C:2]1[CH:3]=[C:4]([CH:44]=[CH:45][C:46]=1[F:47])[CH2:5][NH:6][C:7](=[O:43])[C:8]1[CH:13]=[CH:12][CH:11]=[N:10][C:9]=1[NH:14][CH2:15][C:16]1[N:17]=[N:18][N:19]([C:21]2[CH:22]=[C:23]3[C:28](=[CH:29][CH:30]=2)[N:27]=[CH:26][N:25]=[C:24]3[NH:31]CC2C=CC(OC)=CC=2OC)[CH:20]=1.C(=O)([O-])[O-].[Na+].[Na+].C(OCC)(=O)C. Product: [NH2:31][C:24]1[C:23]2[C:28](=[CH:29][CH:30]=[C:21]([N:19]3[CH:20]=[C:16]([CH2:15][NH:14][C:9]4[N:10]=[CH:11][CH:12]=[CH:13][C:8]=4[C:7]([NH:6][CH2:5][C:4]4[CH:44]=[CH:45][C:46]([F:47])=[C:2]([F:1])[CH:3]=4)=[O:43])[N:17]=[N:18]3)[CH:22]=2)[N:27]=[CH:26][N:25]=1. The catalyst class is: 330. (2) Reactant: Br[C:2]1[CH:7]=[CH:6][C:5]([CH:8]([CH2:11][CH3:12])[CH2:9][CH3:10])=[CH:4][CH:3]=1.C([Li])CCC.CCCCCC.CN(C)[CH:26]=[O:27].[Cl-].[NH4+]. Product: [CH2:9]([CH:8]([C:5]1[CH:6]=[CH:7][C:2]([CH:26]=[O:27])=[CH:3][CH:4]=1)[CH2:11][CH3:12])[CH3:10]. The catalyst class is: 132. (3) Reactant: [CH3:1][CH:2]([CH:6]=[CH2:7])[C:3]([OH:5])=[O:4].[C:8]1([CH2:14]O)[CH:13]=[CH:12][CH:11]=[CH:10][CH:9]=1.C(=NC1CCCCC1)=NC1CCCCC1. Product: [CH3:1][CH:2]([CH:6]=[CH2:7])[C:3]([O:5][CH2:14][C:8]1[CH:13]=[CH:12][CH:11]=[CH:10][CH:9]=1)=[O:4]. The catalyst class is: 64. (4) Reactant: [NH2:1][C:2]1[CH:7]=[CH:6][C:5]([OH:8])=[CH:4][CH:3]=1.CC(C)([O-])C.[K+].[CH3:15][NH:16][C:17]([C:19]1[CH:24]=[CH:23][CH:22]=[CH:21][N:20]=1)=[O:18].C([O-])([O-])=O.[K+].[K+]. Product: [CH3:15][NH:16][C:17]([C:19]1[CH:24]=[C:23]([O:8][C:5]2[CH:6]=[CH:7][C:2]([NH2:1])=[CH:3][CH:4]=2)[CH:22]=[CH:21][N:20]=1)=[O:18]. The catalyst class is: 3. (5) Reactant: [CH2:1]([O:3][C:4](=[O:13])[C:5]1[CH:10]=[C:9]([F:11])[CH:8]=[N:7][C:6]=1Cl)[CH3:2].C(C1C(F)=CN=C(Cl)C=1C(O)=O)C.[CH3:27][S:28][C:29]1[CH:30]=[C:31]([OH:35])[CH:32]=[CH:33][CH:34]=1.C(=O)([O-])[O-].[Cs+].[Cs+]. Product: [CH2:1]([O:3][C:4](=[O:13])[C:5]1[CH:10]=[C:9]([F:11])[CH:8]=[N:7][C:6]=1[O:35][C:31]1[CH:32]=[CH:33][CH:34]=[C:29]([S:28][CH3:27])[CH:30]=1)[CH3:2]. The catalyst class is: 12.